This data is from TCR-epitope binding with 47,182 pairs between 192 epitopes and 23,139 TCRs. The task is: Binary Classification. Given a T-cell receptor sequence (or CDR3 region) and an epitope sequence, predict whether binding occurs between them. (1) The epitope is KLGGALQAK. The TCR CDR3 sequence is CASSVGDGPYGYTF. Result: 1 (the TCR binds to the epitope). (2) The epitope is FLPRVFSAV. The TCR CDR3 sequence is CASSWQGYEQYF. Result: 1 (the TCR binds to the epitope). (3) The epitope is IVTDFSVIK. The TCR CDR3 sequence is CASSQEKGAGGFTGELFF. Result: 0 (the TCR does not bind to the epitope). (4) The epitope is TSDLATNNLVVMAY. The TCR CDR3 sequence is CASSDPPTGVTDTQYF. Result: 0 (the TCR does not bind to the epitope). (5) The epitope is VSFIEFVGW. The TCR CDR3 sequence is CASSPRTGAQEGYGYTF. Result: 0 (the TCR does not bind to the epitope). (6) The epitope is RILGAGCFV. The TCR CDR3 sequence is CASSLRYRELQETQYF. Result: 0 (the TCR does not bind to the epitope). (7) The epitope is ISDYDYYRY. The TCR CDR3 sequence is CASSSPPTGGVNNSPLHF. Result: 1 (the TCR binds to the epitope). (8) The epitope is MPASWVMRI. The TCR CDR3 sequence is CASSLGLAGVDEQYF. Result: 1 (the TCR binds to the epitope). (9) The epitope is SLVKPSFYV. The TCR CDR3 sequence is CASSLVLGSETQYF. Result: 1 (the TCR binds to the epitope).